Task: Predict the reactants needed to synthesize the given product.. Dataset: Full USPTO retrosynthesis dataset with 1.9M reactions from patents (1976-2016) (1) Given the product [Br:14][C:15]1[CH:20]=[CH:19][C:18]([Cl:21])=[C:17]([CH2:22][O:7][C:1]2[CH:6]=[CH:5][CH:4]=[CH:3][CH:2]=2)[CH:16]=1, predict the reactants needed to synthesize it. The reactants are: [C:1]1([OH:7])[CH:6]=[CH:5][CH:4]=[CH:3][CH:2]=1.C(=O)([O-])[O-].[K+].[K+].[Br:14][C:15]1[CH:20]=[CH:19][C:18]([Cl:21])=[C:17]([CH2:22]Br)[CH:16]=1. (2) Given the product [CH3:11][C:12]1([CH3:34])[CH2:21][CH:20]=[C:19]([C:2]2[S:1][CH:5]=[CH:4][CH:3]=2)[C:18]2[CH:17]=[C:16]([C:30]([O:32][CH3:33])=[O:31])[CH:15]=[CH:14][C:13]1=2, predict the reactants needed to synthesize it. The reactants are: [S:1]1[CH:5]=[CH:4][CH:3]=[CH:2]1.C([Li])CCC.[CH3:11][C:12]1([CH3:34])[CH2:21][CH:20]=[C:19](OS(C(F)(F)F)(=O)=O)[C:18]2[CH:17]=[C:16]([C:30]([O:32][CH3:33])=[O:31])[CH:15]=[CH:14][C:13]1=2.